Dataset: Full USPTO retrosynthesis dataset with 1.9M reactions from patents (1976-2016). Task: Predict the reactants needed to synthesize the given product. (1) Given the product [CH2:28]([N:2]1[CH:3]=[C:4]([C:11]2[C:19]3[C:14](=[CH:15][CH:16]=[CH:17][CH:18]=3)[N:13]([C:20]([O:22][C:23]([CH3:24])([CH3:26])[CH3:25])=[O:21])[C:12]=2[CH3:27])[C:5]2[C:10](=[CH:9][CH:8]=[CH:7][CH:6]=2)[C:1]1=[O:42])[C:29]1[CH:34]=[CH:33][CH:32]=[CH:31][CH:30]=1, predict the reactants needed to synthesize it. The reactants are: [CH:1]1[C:10]2[C:5](=[CH:6][CH:7]=[CH:8][CH:9]=2)[C:4]([C:11]2[C:19]3[C:14](=[CH:15][CH:16]=[CH:17][CH:18]=3)[N:13]([C:20]([O:22][C:23]([CH3:26])([CH3:25])[CH3:24])=[O:21])[C:12]=2[CH3:27])=[CH:3][N:2]=1.[CH2:28](I)[C:29]1[CH:34]=[CH:33][CH:32]=[CH:31][CH:30]=1.CCCCCC.[OH-:42].[K+]. (2) Given the product [CH3:1][C:2]1([CH3:24])[O:7][CH2:6][CH:5]([N:8]2[C:17](=[O:18])[CH2:16][NH:15][C:14]3[CH:13]=[CH:12][C:11]([O:22][CH3:23])=[N:10][C:9]2=3)[CH2:4][O:3]1, predict the reactants needed to synthesize it. The reactants are: [CH3:1][C:2]1([CH3:24])[O:7][CH2:6][CH:5]([NH:8][C:9]2[C:14]([NH:15][CH2:16][C:17](OCC)=[O:18])=[CH:13][CH:12]=[C:11]([O:22][CH3:23])[N:10]=2)[CH2:4][O:3]1.[H-].[Na+].[Cl-].[NH4+]. (3) The reactants are: [Cl:1][C:2]1[C:3](I)=[C:4]([C:8]2([C:14]([O:16][CH2:17][CH3:18])=[O:15])[CH2:13][CH2:12][O:11][CH2:10][CH2:9]2)[CH:5]=[CH:6][CH:7]=1.[CH2:20]([O:22][C:23](OCC)([O:26]CC)[C:24]#[CH:25])[CH3:21].O.CC1C=CC(S(O)(=O)=O)=CC=1. Given the product [Cl:1][C:2]1[C:3]([C:25]#[C:24][C:23]([O:22][CH2:20][CH3:21])=[O:26])=[C:4]([C:8]2([C:14]([O:16][CH2:17][CH3:18])=[O:15])[CH2:13][CH2:12][O:11][CH2:10][CH2:9]2)[CH:5]=[CH:6][CH:7]=1, predict the reactants needed to synthesize it. (4) Given the product [Br:1][C:2]1[CH:3]=[N:4][N:5]2[C:10]([N:11]([CH2:12][CH:13]3[CH2:15][CH2:14]3)[C:22](=[O:23])[O:21][C:18]([CH3:20])([CH3:19])[CH3:17])=[CH:9][C:8]([Cl:16])=[N:7][C:6]=12, predict the reactants needed to synthesize it. The reactants are: [Br:1][C:2]1[CH:3]=[N:4][N:5]2[C:10]([NH:11][CH2:12][CH:13]3[CH2:15][CH2:14]3)=[CH:9][C:8]([Cl:16])=[N:7][C:6]=12.[CH3:17][C:18]([O:21][C:22](O[C:22]([O:21][C:18]([CH3:20])([CH3:19])[CH3:17])=[O:23])=[O:23])([CH3:20])[CH3:19].O. (5) Given the product [CH3:30][C:29]1[N:8]([C:3]2[CH:4]=[CH:5][CH:6]=[CH:7][C:2]=2[CH3:10])[N:9]=[C:27]([C:26]2[CH:36]=[CH:35][CH:34]=[CH:33][CH:32]=2)[N:28]=1, predict the reactants needed to synthesize it. The reactants are: Cl.[C:2]1([CH3:10])[CH:7]=[CH:6][CH:5]=[CH:4][C:3]=1[NH:8][NH2:9].C(Cl)(Cl)(Cl)Cl.C(N(CC)CC)C.C(O[C:26]1([CH:36]=[CH:35][CH:34]=[CH:33][CH2:32]1)[CH:27]=[N:28][C:29](=O)[CH3:30])C. (6) The reactants are: [CH3:1][O:2][C:3]1[C:4]([N+:10]([O-:12])=[O:11])=[C:5]([CH:7]=[CH:8][CH:9]=1)[NH2:6].[H-].[Na+].[C:15](O[C:15]([O:17][C:18]([CH3:21])([CH3:20])[CH3:19])=[O:16])([O:17][C:18]([CH3:21])([CH3:20])[CH3:19])=[O:16].O. Given the product [C:18]([O:17][C:15]([NH:6][C:5]1[CH:7]=[CH:8][CH:9]=[C:3]([O:2][CH3:1])[C:4]=1[N+:10]([O-:12])=[O:11])=[O:16])([CH3:21])([CH3:20])[CH3:19], predict the reactants needed to synthesize it. (7) Given the product [C:1]([O:5][C:6](=[O:23])[NH:7][CH:8]1[CH2:12][CH2:11][N:10]([C:13]2[CH:18]=[CH:17][C:16]([NH2:19])=[C:15]([NH2:22])[N:14]=2)[CH2:9]1)([CH3:4])([CH3:2])[CH3:3], predict the reactants needed to synthesize it. The reactants are: [C:1]([O:5][C:6](=[O:23])[NH:7][CH:8]1[CH2:12][CH2:11][N:10]([C:13]2[CH:18]=[CH:17][C:16]([N+:19]([O-])=O)=[C:15]([NH2:22])[N:14]=2)[CH2:9]1)([CH3:4])([CH3:3])[CH3:2]. (8) Given the product [CH2:1]([N:3]1[C:12]2[C:7](=[C:8]([F:33])[C:9]([O:23][CH2:24][C:25]3[CH:26]=[CH:27][C:28]([O:31][CH3:32])=[CH:29][CH:30]=3)=[C:10]([O:13][CH2:14][C:15]3[CH:16]=[CH:17][C:18]([O:21][CH3:22])=[CH:19][CH:20]=3)[CH:11]=2)[C:6](=[O:34])[C:5]([C:35]([NH:78][CH2:77][CH2:76][N:71]2[CH2:75][CH2:74][CH2:73][CH2:72]2)=[O:36])=[CH:4]1)[CH3:2], predict the reactants needed to synthesize it. The reactants are: [CH2:1]([N:3]1[C:12]2[C:7](=[C:8]([F:33])[C:9]([O:23][CH2:24][C:25]3[CH:30]=[CH:29][C:28]([O:31][CH3:32])=[CH:27][CH:26]=3)=[C:10]([O:13][CH2:14][C:15]3[CH:20]=[CH:19][C:18]([O:21][CH3:22])=[CH:17][CH:16]=3)[CH:11]=2)[C:6](=[O:34])[C:5]([C:35](O)=[O:36])=[CH:4]1)[CH3:2].CN(C(ON1N=NC2C=CC=NC1=2)=[N+](C)C)C.F[P-](F)(F)(F)(F)F.CCN(C(C)C)C(C)C.[N:71]1([CH2:76][CH2:77][NH2:78])[CH2:75][CH2:74][CH2:73][CH2:72]1. (9) Given the product [ClH:19].[CH3:1][O:2][C:3](=[O:29])[C@H:4]([OH:28])[CH:5]([NH2:20])[CH2:6][C:7]1[CH:8]=[CH:9][C:10]([C:13]2[CH:18]=[CH:17][CH:16]=[C:15]([Cl:19])[CH:14]=2)=[CH:11][CH:12]=1, predict the reactants needed to synthesize it. The reactants are: [CH3:1][O:2][C:3](=[O:29])[C@H:4]([OH:28])[CH:5]([NH:20]C(OC(C)(C)C)=O)[CH2:6][C:7]1[CH:12]=[CH:11][C:10]([C:13]2[CH:18]=[CH:17][CH:16]=[C:15]([Cl:19])[CH:14]=2)=[CH:9][CH:8]=1.Cl.